Dataset: Reaction yield outcomes from USPTO patents with 853,638 reactions. Task: Predict the reaction yield, written as a fraction of the theoretical maximum amount of product (1.0 means a 100% yield; for example, 0.34 means a 34% yield). (1) The reactants are [Cl-].COC[P+](C1C=CC=CC=1)(C1C=CC=CC=1)C1C=CC=CC=1.C(O[K])(C)(C)C.[CH:30]([C:32]1[CH:41]=[CH:40][C:35]([C:36]([O:38][CH3:39])=[O:37])=[CH:34][CH:33]=1)=O.BrN1C(=O)CC[C:44]1=O.[NH2:50][C:51]([NH2:53])=[S:52].[NH4+].[OH-]. The catalyst is C1COCC1.O1CCOCC1.O. The product is [NH2:50][C:51]1[S:52][C:30]([C:32]2[CH:41]=[CH:40][C:35]([C:36]([O:38][CH3:39])=[O:37])=[CH:34][CH:33]=2)=[CH:44][N:53]=1. The yield is 0.650. (2) The reactants are Cl[C:2]1[N:7]=[C:6]([NH:8][C:9]2[N:14]=[CH:13][C:12]3[N:15]=[C:16]([CH3:21])[N:17]([CH:18]([CH3:20])[CH3:19])[C:11]=3[CH:10]=2)[CH:5]=[CH:4][N:3]=1.Cl.[C:23]([O:27][C:28](=[O:32])[CH2:29][CH2:30][NH2:31])([CH3:26])([CH3:25])[CH3:24].C(N(CC)C(C)C)(C)C. The catalyst is C(O)(C)C. The product is [C:23]([O:27][C:28](=[O:32])[CH2:29][CH2:30][NH:31][C:2]1[N:7]=[C:6]([NH:8][C:9]2[N:14]=[CH:13][C:12]3[N:15]=[C:16]([CH3:21])[N:17]([CH:18]([CH3:20])[CH3:19])[C:11]=3[CH:10]=2)[CH:5]=[CH:4][N:3]=1)([CH3:26])([CH3:25])[CH3:24]. The yield is 0.670. (3) The reactants are [CH2:1]([C:5]1[N:10]2[N:11]=[CH:12][CH:13]=[C:9]2[N:8]([C@H:14]2[CH2:19][CH2:18][C@H:17]([OH:20])[CH2:16][CH2:15]2)[C:7](=[O:21])[C:6]=1[CH2:22][C:23]1[CH:28]=[CH:27][C:26]([C:29]2[C:30]([C:35]#[N:36])=[CH:31][CH:32]=[CH:33][CH:34]=2)=[C:25]([F:37])[CH:24]=1)[CH2:2][CH2:3][CH3:4].[N+](=[CH:40][C:41]([O:43][CH2:44][CH3:45])=[O:42])=[N-].C(OCC)(=O)C.O. The catalyst is C1(C)C=CC=CC=1.C([O-])(=O)C.[Rh+3].C([O-])(=O)C.C([O-])(=O)C. The product is [CH2:1]([C:5]1[N:10]2[N:11]=[CH:12][CH:13]=[C:9]2[N:8]([C@H:14]2[CH2:15][CH2:16][C@H:17]([O:20][CH2:40][C:41]([O:43][CH2:44][CH3:45])=[O:42])[CH2:18][CH2:19]2)[C:7](=[O:21])[C:6]=1[CH2:22][C:23]1[CH:28]=[CH:27][C:26]([C:29]2[CH:34]=[CH:33][CH:32]=[CH:31][C:30]=2[C:35]#[N:36])=[C:25]([F:37])[CH:24]=1)[CH2:2][CH2:3][CH3:4]. The yield is 0.420.